From a dataset of Forward reaction prediction with 1.9M reactions from USPTO patents (1976-2016). Predict the product of the given reaction. (1) Given the reactants [NH2:1][C:2]1[CH:3]=[C:4]([NH:22][C:23](=[O:32])[O:24][CH2:25][C:26]2[CH:31]=[CH:30][CH:29]=[CH:28][CH:27]=2)[CH:5]=[N:6][C:7]=1[S:8](=[O:21])(=[O:20])[NH:9][C:10]1[CH:11]=[CH:12][C:13]2[CH2:17][O:16][B:15]([OH:18])[C:14]=2[CH:19]=1.Cl[C:34]1[CH:41]=[CH:40][C:37]([C:38]#[N:39])=[CH:36][N:35]=1.C(=O)([O-])[O-].[K+].[K+], predict the reaction product. The product is: [C:38]([C:37]1[CH:40]=[CH:41][C:34]([NH:1][C:2]2[CH:3]=[C:4]([NH:22][C:23](=[O:32])[O:24][CH2:25][C:26]3[CH:27]=[CH:28][CH:29]=[CH:30][CH:31]=3)[CH:5]=[N:6][C:7]=2[S:8](=[O:21])(=[O:20])[NH:9][C:10]2[CH:11]=[CH:12][C:13]3[CH2:17][O:16][B:15]([OH:18])[C:14]=3[CH:19]=2)=[N:35][CH:36]=1)#[N:39]. (2) Given the reactants [N+:1]([C:4]1[CH:5]=[C:6]([C:12]#[N:13])[C:7](=[CH:10][CH:11]=1)[C:8]#[N:9])([O-])=O.[H][H], predict the reaction product. The product is: [NH2:1][C:4]1[CH:5]=[C:6]([C:12]#[N:13])[C:7](=[CH:10][CH:11]=1)[C:8]#[N:9]. (3) Given the reactants [NH2:1][CH2:2][CH:3]1[CH2:8][CH2:7][N:6]([C:9]([O:11][C:12]([CH3:15])([CH3:14])[CH3:13])=[O:10])[CH2:5][CH2:4]1.[CH:16]([C:18]1[CH:26]=[CH:25][CH:24]=[CH:23][C:19]=1[C:20](O)=O)=[O:17].C([BH3-])#N.[Na+].[OH-].[Na+], predict the reaction product. The product is: [C:12]([O:11][C:9]([N:6]1[CH2:7][CH2:8][CH:3]([CH2:2][N:1]2[CH2:20][C:19]3[C:18](=[CH:26][CH:25]=[CH:24][CH:23]=3)[C:16]2=[O:17])[CH2:4][CH2:5]1)=[O:10])([CH3:15])([CH3:14])[CH3:13].